This data is from Full USPTO retrosynthesis dataset with 1.9M reactions from patents (1976-2016). The task is: Predict the reactants needed to synthesize the given product. (1) The reactants are: [CH2:1]([O:3][C:4]([C:6]1[C:14]2[C:9](=[CH:10][CH:11]=[C:12]([OH:15])[CH:13]=2)[N:8]([C:16]2[CH:21]=[CH:20][C:19]([CH:22]([CH3:24])[CH3:23])=[CH:18][CH:17]=2)[C:7]=1[CH2:25][C:26]([O:28][CH2:29][CH3:30])=[O:27])=[O:5])[CH3:2].[F:31][C:32]([F:43])([F:42])[C:33]1[CH:34]=[C:35](B(O)O)[CH:36]=[CH:37][CH:38]=1. Given the product [CH2:1]([O:3][C:4]([C:6]1[C:14]2[C:9](=[CH:10][CH:11]=[C:12]([O:15][C:37]3[CH:36]=[CH:35][CH:34]=[C:33]([C:32]([F:43])([F:42])[F:31])[CH:38]=3)[CH:13]=2)[N:8]([C:16]2[CH:17]=[CH:18][C:19]([CH:22]([CH3:24])[CH3:23])=[CH:20][CH:21]=2)[C:7]=1[CH2:25][C:26]([O:28][CH2:29][CH3:30])=[O:27])=[O:5])[CH3:2], predict the reactants needed to synthesize it. (2) Given the product [CH3:1][C:2]1([CH:9]2[CH2:14][CH2:13][CH2:12][CH:11]([CH3:15])[CH2:10]2)[NH:6][C:5](=[O:7])[N:4]([CH2:17][C:18](=[O:19])[C:20]2[CH:25]=[CH:24][CH:23]=[CH:22][CH:21]=2)[C:3]1=[O:8], predict the reactants needed to synthesize it. The reactants are: [CH3:1][C:2]1([CH:9]2[CH2:14][CH2:13][CH2:12][CH:11]([CH3:15])[CH2:10]2)[NH:6][C:5](=[O:7])[NH:4][C:3]1=[O:8].Br[CH2:17][C:18]([C:20]1[CH:25]=[CH:24][CH:23]=[CH:22][CH:21]=1)=[O:19]. (3) Given the product [Cl:31][C:32]1[CH:37]=[CH:36][C:35]([NH:38][C:39](=[O:59])[NH:40][C:41]2[CH:46]=[CH:45][C:44]([C:47]3[N:51]=[C:50]([CH2:52][CH2:53][CH2:54][C:55]([OH:57])=[O:56])[O:49][N:48]=3)=[CH:43][CH:42]=2)=[C:34]([O:60][C:61]2[CH:62]=[CH:63][CH:64]=[CH:65][CH:66]=2)[CH:33]=1, predict the reactants needed to synthesize it. The reactants are: FC(F)(F)C1C=C(NC(=O)NC2C=CC(C3SC(CCC(O)=O)=NC=3)=CC=2)C=CC=1.[Cl:31][C:32]1[CH:37]=[CH:36][C:35]([NH:38][C:39](=[O:59])[NH:40][C:41]2[CH:46]=[CH:45][C:44]([C:47]3[N:51]=[C:50]([CH2:52][CH2:53][CH2:54][C:55]([O:57]C)=[O:56])[O:49][N:48]=3)=[CH:43][CH:42]=2)=[C:34]([O:60][C:61]2[CH:66]=[CH:65][CH:64]=[CH:63][CH:62]=2)[CH:33]=1. (4) Given the product [CH3:11][CH:4]1[NH:1][C:2](=[O:3])[C:10]2[CH:9]=[CH:8][S:7][C:6]=2[CH2:5]1, predict the reactants needed to synthesize it. The reactants are: [N:1]([CH:4]([CH3:11])[CH2:5][C:6]1[S:7][CH:8]=[CH:9][CH:10]=1)=[C:2]=[O:3].N. (5) The reactants are: [NH2:1][C:2]1[C:10]([OH:11])=[CH:9][CH:8]=[CH:7][C:3]=1[C:4]([OH:6])=O.N1[CH:16]=[CH:15]N=C1.C(Cl)(=O)C.Cl.[NH2:22][CH:23]1[CH2:28][CH2:27][C:26](=[O:29])[NH:25][C:24]1=[O:30].P(OC1C=CC=CC=1)(OC1C=CC=CC=1)OC1C=CC=CC=1.Cl. Given the product [OH:11][C:10]1[CH:9]=[CH:8][CH:7]=[C:3]2[C:2]=1[N:1]=[C:15]([CH3:16])[N:22]([CH:23]1[CH2:28][CH2:27][C:26](=[O:29])[NH:25][C:24]1=[O:30])[C:4]2=[O:6], predict the reactants needed to synthesize it. (6) The reactants are: [Cl:1][C:2]1[CH:7]=[CH:6][C:5]([C:8]2([C:14]3[CH:19]=[CH:18][C:17]([C:20]4[C:21]([CH3:44])=[N:22][N:23](C(C5C=CC=CC=5)(C5C=CC=CC=5)C5C=CC=CC=5)[CH:24]=4)=[CH:16][CH:15]=3)[CH2:13][CH2:12][NH:11][CH2:10][CH2:9]2)=[CH:4][CH:3]=1. Given the product [Cl:1][C:2]1[CH:7]=[CH:6][C:5]([C:8]2([C:14]3[CH:19]=[CH:18][C:17]([C:20]4[C:21]([CH3:44])=[N:22][NH:23][CH:24]=4)=[CH:16][CH:15]=3)[CH2:13][CH2:12][NH:11][CH2:10][CH2:9]2)=[CH:4][CH:3]=1, predict the reactants needed to synthesize it. (7) Given the product [C:4]([C:3]1[CH:7]=[C:8]([O:11][CH3:12])[CH:9]=[CH:10][C:2]=1[NH:1][C:14](=[O:21])[C:15]1[CH:20]=[CH:19][CH:18]=[N:17][CH:16]=1)(=[O:5])[NH2:6], predict the reactants needed to synthesize it. The reactants are: [NH2:1][C:2]1[CH:10]=[CH:9][C:8]([O:11][CH3:12])=[CH:7][C:3]=1[C:4]([NH2:6])=[O:5].Cl.[C:14](Cl)(=[O:21])[C:15]1[CH:20]=[CH:19][CH:18]=[N:17][CH:16]=1.C(N(CC)CC)C. (8) Given the product [Cl:1][C:2]1[CH:7]=[CH:6][CH:5]=[CH:4][C:3]=1[C:8]1[C:9]([C:31]2[CH:32]=[CH:33][C:34]([Cl:37])=[CH:35][CH:36]=2)=[CH:10][C:11]2[N:12]([C:14]([C:17]([N:19]([CH3:41])[CH2:20][C:21]3[CH:26]=[CH:25][C:24]([C:27]([F:28])([F:29])[F:30])=[CH:23][CH:22]=3)=[O:18])=[N:15][N:16]=2)[N:13]=1, predict the reactants needed to synthesize it. The reactants are: [Cl:1][C:2]1[CH:7]=[CH:6][CH:5]=[CH:4][C:3]=1[C:8]1[C:9]([C:31]2[CH:36]=[CH:35][C:34]([Cl:37])=[CH:33][CH:32]=2)=[CH:10][C:11]2[N:12]([C:14]([C:17]([NH:19][CH2:20][C:21]3[CH:26]=[CH:25][C:24]([C:27]([F:30])([F:29])[F:28])=[CH:23][CH:22]=3)=[O:18])=[N:15][N:16]=2)[N:13]=1.[H-].[Na+].I[CH3:41]. (9) Given the product [CH:1]([N:3]([CH2:12][C@@H:13]([CH2:34][CH2:35][CH2:36][CH3:37])[C:14]([N:16]1[C@H:20]([C:21]([NH:44][C:39]2[CH:40]=[CH:41][CH:42]=[CH:43][N:38]=2)=[O:22])[CH2:19][CH2:18][N:17]1[C:24]([O:26][CH2:27][C:28]1[CH:29]=[CH:30][CH:31]=[CH:32][CH:33]=1)=[O:25])=[O:15])[O:4][CH2:5][C:6]1[CH:11]=[CH:10][CH:9]=[CH:8][CH:7]=1)=[O:2], predict the reactants needed to synthesize it. The reactants are: [CH:1]([N:3]([CH2:12][C@@H:13]([CH2:34][CH2:35][CH2:36][CH3:37])[C:14]([N:16]1[C@H:20]([C:21](O)=[O:22])[CH2:19][CH2:18][N:17]1[C:24]([O:26][CH2:27][C:28]1[CH:33]=[CH:32][CH:31]=[CH:30][CH:29]=1)=[O:25])=[O:15])[O:4][CH2:5][C:6]1[CH:11]=[CH:10][CH:9]=[CH:8][CH:7]=1)=[O:2].[N:38]1[CH:43]=[CH:42][CH:41]=[CH:40][C:39]=1[NH2:44].ClC1N=C(OC)N=C(OC)N=1.CN1CCOCC1.